From a dataset of Full USPTO retrosynthesis dataset with 1.9M reactions from patents (1976-2016). Predict the reactants needed to synthesize the given product. (1) Given the product [Br:25][C:26]1[CH:31]=[CH:30][C:29]([C:32](=[O:50])[CH2:33][NH:34][C:35](=[O:36])[CH2:37][N:38]2[CH2:39][C:40](=[O:41])[NH:42][CH:43]([CH:47]([CH3:49])[CH3:48])[C:44]2=[O:45])=[CH:28][CH:27]=1, predict the reactants needed to synthesize it. The reactants are: CN(C(ON1N=NC2C=CC=NC1=2)=[N+](C)C)C.F[P-](F)(F)(F)(F)F.[Br:25][C:26]1[CH:31]=[CH:30][C:29]([C:32](=[O:50])[CH2:33][NH:34][C:35]([CH2:37][NH:38][CH2:39][C:40]([NH:42][CH:43]([CH:47]([CH3:49])[CH3:48])[C:44](O)=[O:45])=[O:41])=[O:36])=[CH:28][CH:27]=1.CN1CCOCC1. (2) Given the product [CH3:1][O:2][C:3]1[CH:8]=[CH:7][CH:6]=[CH:5][C:4]=1[C:9]1[NH:10][C:11]2[C:16]([CH:17]=1)=[CH:15][C:14]([CH:18]1[CH2:19][CH2:20][N:21]([CH2:26][CH2:27][NH:28][CH3:29])[CH2:22][C:23]1([CH3:25])[CH3:24])=[CH:13][CH:12]=2, predict the reactants needed to synthesize it. The reactants are: [CH3:1][O:2][C:3]1[CH:8]=[CH:7][CH:6]=[CH:5][C:4]=1[C:9]1[NH:10][C:11]2[C:16]([CH:17]=1)=[CH:15][C:14]([C:18]1[C:23]([CH3:25])([CH3:24])[CH2:22][N:21]([CH2:26][CH2:27][N:28](C)[C:29](=O)OC(C)(C)C)[CH2:20][CH:19]=1)=[CH:13][CH:12]=2.C(O)(C(F)(F)F)=O. (3) The reactants are: [CH3:1][O:2][C:3]1[CH:4]=[C:5]([C:13]2[CH:18]=[C:17]([CH2:19][N:20]3[CH2:25][CH2:24][NH:23][CH2:22][CH2:21]3)[CH:16]=[CH:15][N:14]=2)[CH:6]=[C:7]([O:11][CH3:12])[C:8]=1[O:9][CH3:10].[CH3:26][O:27][C:28]1[CH:33]=[CH:32][C:31]([CH2:34][C:35]([Cl:37])=[O:36])=[CH:30][CH:29]=1. Given the product [ClH:37].[CH3:26][O:27][C:28]1[CH:33]=[CH:32][C:31]([CH2:34][C:35]([N:23]2[CH2:24][CH2:25][N:20]([CH2:19][C:17]3[CH:16]=[CH:15][N:14]=[C:13]([C:5]4[CH:6]=[C:7]([O:11][CH3:12])[C:8]([O:9][CH3:10])=[C:3]([O:2][CH3:1])[CH:4]=4)[CH:18]=3)[CH2:21][CH2:22]2)=[O:36])=[CH:30][CH:29]=1.[ClH:37], predict the reactants needed to synthesize it. (4) Given the product [CH3:9][C:8]([CH3:11])([CH3:10])[C:7]([NH:6][C:5]1[CH:13]=[CH:14][C:2]([B:20]([OH:23])[OH:21])=[CH:3][CH:4]=1)=[O:12], predict the reactants needed to synthesize it. The reactants are: Br[C:2]1[CH:14]=[CH:13][C:5]([NH:6][C:7](=[O:12])[C:8]([CH3:11])([CH3:10])[CH3:9])=[CH:4][CH:3]=1.[Li]C(C)(C)C.[B:20](OC)([O:23]C)[O:21]C.Cl. (5) Given the product [CH2:22]([N:24]([CH2:25][CH3:26])[CH2:27][CH2:28][CH2:29][O:10][C:6]1[CH:7]=[CH:8][CH:9]=[C:4]([N+:1]([O-:3])=[O:2])[CH:5]=1)[CH3:23], predict the reactants needed to synthesize it. The reactants are: [N+:1]([C:4]1[CH:5]=[C:6]([OH:10])[CH:7]=[CH:8][CH:9]=1)([O-:3])=[O:2].C(=O)([O-])[O-].[K+].[K+].S([O-])(=O)(=O)C.[CH2:22]([N:24]([CH:27](O)[CH2:28][CH3:29])[CH2:25][CH3:26])[CH3:23]. (6) Given the product [ClH:57].[S:1]1[CH:5]=[CH:4][C:3]2[C:6]([N:10]3[CH2:11][CH2:12][N:13]([CH2:16][CH:17]([CH3:32])[CH2:18][CH2:19][O:20][C:21]4[CH:30]=[C:29]5[C:24]([CH2:25][CH2:26][C:27](=[O:31])[NH:28]5)=[CH:23][CH:22]=4)[CH2:14][CH2:15]3)=[CH:7][CH:8]=[CH:9][C:2]1=2, predict the reactants needed to synthesize it. The reactants are: [S:1]1[CH:5]=[CH:4][C:3]2[C:6]([N:10]3[CH2:15][CH2:14][N:13]([CH2:16][CH:17]([CH3:32])[CH2:18][CH2:19][O:20][C:21]4[CH:30]=[C:29]5[C:24]([CH2:25][CH2:26][C:27](=[O:31])[NH:28]5)=[CH:23][CH:22]=4)[CH2:12][CH2:11]3)=[CH:7][CH:8]=[CH:9][C:2]1=2.CC(CCOC1C=C2C(CCC(=O)N2)=CC=1)COS(C)(=O)=O.CO.[ClH:57].